From a dataset of Catalyst prediction with 721,799 reactions and 888 catalyst types from USPTO. Predict which catalyst facilitates the given reaction. The catalyst class is: 5. Product: [CH3:2][O:3][CH2:4][C:5]1[N:7]=[C:14]([NH2:15])[S:13][N:6]=1. Reactant: Cl.[CH3:2][O:3][CH2:4][C:5]([NH2:7])=[NH:6].BrBr.C[O-].[Na+].[S-:13][C:14]#[N:15].[K+].